Dataset: Reaction yield outcomes from USPTO patents with 853,638 reactions. Task: Predict the reaction yield, written as a fraction of the theoretical maximum amount of product (1.0 means a 100% yield; for example, 0.34 means a 34% yield). (1) The reactants are [CH3:1][C:2]1[C:16](=[O:17])[N:15]=[C:14]2[N:4]([C@@H:5]3[O:9][C@H:8]([CH2:10][OH:11])[C@@H:7]([OH:12])[C@@H:6]3[O:13]2)[CH:3]=1.[CH3:18][O:19][CH2:20][CH2:21][O:22]B([O:22][CH2:21][CH2:20][O:19][CH3:18])[O:22][CH2:21][CH2:20][O:19][CH3:18]. The catalyst is COCCO. The product is [CH3:18][O:19][CH2:20][CH2:21][O:22][C@@H:6]1[C@H:7]([OH:12])[C@@H:8]([CH2:10][OH:11])[O:9][C@H:5]1[N:4]1[CH:3]=[C:2]([CH3:1])[C:16](=[O:17])[NH:15][C:14]1=[O:13]. The yield is 0.630. (2) The reactants are O[C:2]1[N:7]2[N:8]=[CH:9][CH:10]=[C:6]2[N:5]=[CH:4][C:3]=1[C:11]([O:13][CH2:14][CH3:15])=[O:12].[Cl:16][C:17]1[CH:23]=[C:22]([CH3:24])[CH:21]=[CH:20][C:18]=1[NH2:19]. No catalyst specified. The product is [Cl:16][C:17]1[CH:23]=[C:22]([CH3:24])[CH:21]=[CH:20][C:18]=1[NH:19][C:2]1[N:7]2[N:8]=[CH:9][CH:10]=[C:6]2[N:5]=[CH:4][C:3]=1[C:11]([O:13][CH2:14][CH3:15])=[O:12]. The yield is 0.350. (3) The reactants are C1O[C:4]2([CH:11]3[CH2:12][C:7]4([S:14]([NH2:17])(=[O:16])=[O:15])[CH2:8][CH:9]([CH2:13][CH:5]2[CH2:6]4)[CH2:10]3)[O:3]C1.Cl. The catalyst is C1COCC1. The product is [NH2:17][S:14]([C:7]12[CH2:12][CH:11]3[CH2:10][CH:9]([CH2:13][CH:5]([C:4]3=[O:3])[CH2:6]1)[CH2:8]2)(=[O:15])=[O:16]. The yield is 0.820. (4) The reactants are Br[C:2]1[CH:7]=[CH:6][C:5]([O:8][CH:9]([F:11])[F:10])=[C:4]([Cl:12])[CH:3]=1.C([O-])(=O)C.[K+].[B:18]1([B:18]2[O:22][C:21]([CH3:24])([CH3:23])[C:20]([CH3:26])([CH3:25])[O:19]2)[O:22][C:21]([CH3:24])([CH3:23])[C:20]([CH3:26])([CH3:25])[O:19]1. The catalyst is O1CCOCC1. The product is [Cl:12][C:4]1[CH:3]=[C:2]([B:18]2[O:22][C:21]([CH3:24])([CH3:23])[C:20]([CH3:26])([CH3:25])[O:19]2)[CH:7]=[CH:6][C:5]=1[O:8][CH:9]([F:11])[F:10]. The yield is 0.880. (5) The product is [CH3:34][NH:35][C:2]1[CH:7]=[CH:6][C:5]([CH:8]2[CH2:13][C:12]([CH3:27])([S:14]([C:17]3[CH:22]=[CH:21][CH:20]=[C:19]([C:23]([F:25])([F:26])[F:24])[CH:18]=3)(=[O:16])=[O:15])[CH2:11][CH2:10][O:9]2)=[CH:4][N:3]=1. The reactants are Br[C:2]1[CH:7]=[CH:6][C:5]([CH:8]2[CH2:13][C:12]([CH3:27])([S:14]([C:17]3[CH:22]=[CH:21][CH:20]=[C:19]([C:23]([F:26])([F:25])[F:24])[CH:18]=3)(=[O:16])=[O:15])[CH2:11][CH2:10][O:9]2)=[CH:4][N:3]=1.C([O-])([O-])=O.[K+].[K+].[CH3:34][NH2:35].CO. The yield is 0.370. The catalyst is CN(C=O)C.[Cu]I. (6) The reactants are [C:1]([NH:4][C:5]1[N:9]([CH:10]2[CH2:15][CH2:14][CH2:13][N:12]([C:16]([O:18][C:19]([CH3:22])([CH3:21])[CH3:20])=[O:17])[CH2:11]2)[N:8]=[C:7](Br)[C:6]=1[C:24]([O:26][CH2:27][CH3:28])=[O:25])(=[O:3])[CH3:2].[Cl:29][C:30]1[CH:35]=[C:34]([O:36][C:37]2[CH:42]=[CH:41][C:40]([F:43])=[CH:39][CH:38]=2)[CH:33]=[CH:32][C:31]=1B1OC(C)(C)C(C)(C)O1.C(=O)([O-])[O-].[Na+].[Na+].[Cl-].[NH4+]. The catalyst is C(OCC)(=O)C.O1CCOCC1.O.CN(C)C=O. The product is [C:1]([NH:4][C:5]1[N:9]([CH:10]2[CH2:15][CH2:14][CH2:13][N:12]([C:16]([O:18][C:19]([CH3:22])([CH3:21])[CH3:20])=[O:17])[CH2:11]2)[N:8]=[C:7]([C:31]2[CH:32]=[CH:33][C:34]([O:36][C:37]3[CH:42]=[CH:41][C:40]([F:43])=[CH:39][CH:38]=3)=[CH:35][C:30]=2[Cl:29])[C:6]=1[C:24]([O:26][CH2:27][CH3:28])=[O:25])(=[O:3])[CH3:2]. The yield is 0.530. (7) The reactants are [F:1][C:2]1[CH:7]=[CH:6][CH:5]=[C:4]([F:8])[C:3]=1[N:9]1[C:14]2[N:15]=[C:16](S(C)=O)[N:17]=[C:18]([C:19]3[CH:20]=[C:21]([CH:28]=[CH:29][C:30]=3[CH3:31])[C:22]([NH:24][CH2:25][CH2:26][CH3:27])=[O:23])[C:13]=2[CH2:12][NH:11][C:10]1=[O:35].[CH3:36][C:37]([NH:40][CH2:41][CH2:42][CH2:43][NH2:44])([CH3:39])[CH3:38]. The catalyst is C(Cl)Cl. The product is [F:1][C:2]1[CH:7]=[CH:6][CH:5]=[C:4]([F:8])[C:3]=1[N:9]1[C:14]2[N:15]=[C:16]([NH:44][CH2:43][CH2:42][CH2:41][NH:40][C:37]([CH3:39])([CH3:38])[CH3:36])[N:17]=[C:18]([C:19]3[CH:20]=[C:21]([CH:28]=[CH:29][C:30]=3[CH3:31])[C:22]([NH:24][CH2:25][CH2:26][CH3:27])=[O:23])[C:13]=2[CH2:12][NH:11][C:10]1=[O:35]. The yield is 0.800. (8) The reactants are [Li][CH2:2]CCC.CCCCCC.[CH3:12][O:13][C:14]1[CH:19]=[CH:18][C:17]([CH:20]2[O:25][C@@H:24]([CH:26]=O)[C:23]([CH3:29])([CH3:28])[CH2:22][O:21]2)=[CH:16][CH:15]=1. The catalyst is [Br-].C[P+](C1C=CC=CC=1)(C1C=CC=CC=1)C1C=CC=CC=1.O1CCCC1. The product is [CH3:29][C:23]1([CH3:28])[CH2:22][O:21][CH:20]([C:17]2[CH:16]=[CH:15][C:14]([O:13][CH3:12])=[CH:19][CH:18]=2)[O:25][C@H:24]1[CH:26]=[CH2:2]. The yield is 0.810. (9) The reactants are C1CCN2C(=NCCC2)CC1.[F:12][C:13]([F:22])([F:21])[CH:14]1[CH2:19][CH2:18][C:17](=O)[CH2:16][CH2:15]1.[CH3:23][O:24][C:25](=[O:44])[CH:26](P(OC)(OC)=O)[NH:27][C:28]([O:30][CH2:31][C:32]1[CH:37]=[CH:36][CH:35]=[CH:34][CH:33]=1)=[O:29].CCCCCC.C(OCC)(=O)C. The catalyst is ClCCl. The product is [C:32]1([CH2:31][O:30][C:28]([NH:27][C:26](=[C:17]2[CH2:18][CH2:19][CH:14]([C:13]([F:22])([F:21])[F:12])[CH2:15][CH2:16]2)[C:25]([O:24][CH3:23])=[O:44])=[O:29])[CH:33]=[CH:34][CH:35]=[CH:36][CH:37]=1. The yield is 0.620. (10) The reactants are C(N(CC)CC)C.[CH2:8]([CH:11]([CH2:15][CH2:16][CH3:17])[C:12](Cl)=[O:13])[CH2:9][CH3:10].[CH2:18]([O:20][C:21]#[CH:22])[CH3:19]. The catalyst is C1(C)C=CC=CC=1. The product is [CH2:21]([O:20][C:18]1[C:11]([CH2:15][CH2:16][CH3:17])([CH2:8][CH2:9][CH3:10])[C:12](=[O:13])[CH:19]=1)[CH3:22]. The yield is 0.670.